This data is from Catalyst prediction with 721,799 reactions and 888 catalyst types from USPTO. The task is: Predict which catalyst facilitates the given reaction. (1) Reactant: [C:1]([O:5][C:6]([NH:8][C@H:9]([CH2:21][C:22]1[CH:27]=[C:26]([F:28])[C:25]([F:29])=[CH:24][C:23]=1[F:30])[CH2:10][C:11]([N:13]1[CH2:17][CH2:16][S:15][CH:14]1[C:18](O)=[O:19])=[O:12])=[O:7])([CH3:4])([CH3:3])[CH3:2].[NH2:31][CH2:32][CH2:33][C:34]1[N:38]=[CH:37][NH:36][CH:35]=1.CCN=C=NCCCN(C)C.C1C=CC2N(O)N=NC=2C=1.CCN(C(C)C)C(C)C. Product: [NH:36]1[CH:35]=[C:34]([CH2:33][CH2:32][NH:31][C:18]([CH:14]2[N:13]([C:11](=[O:12])[CH2:10][C@H:9]([NH:8][C:6](=[O:7])[O:5][C:1]([CH3:4])([CH3:3])[CH3:2])[CH2:21][C:22]3[CH:27]=[C:26]([F:28])[C:25]([F:29])=[CH:24][C:23]=3[F:30])[CH2:17][CH2:16][S:15]2)=[O:19])[N:38]=[CH:37]1. The catalyst class is: 2. (2) Reactant: C([N:4]1[CH2:9][CH2:8][N:7]([C:10]2[CH:15]=[CH:14][CH:13]=[C:12]([F:16])[N:11]=2)[CH2:6][CH2:5]1)(=O)C.[OH-].[Na+].O. Product: [F:16][C:12]1[N:11]=[C:10]([N:7]2[CH2:8][CH2:9][NH:4][CH2:5][CH2:6]2)[CH:15]=[CH:14][CH:13]=1. The catalyst class is: 5. (3) Reactant: [CH3:1][CH:2]([S:4][CH:5]1[CH2:10][CH2:9][N:8]([C:11]([O:13][C:14]([CH3:17])([CH3:16])[CH3:15])=[O:12])[CH2:7][CH2:6]1)[CH3:3].ClC1C=CC=C(C(OO)=[O:26])C=1. Product: [CH3:3][CH:2]([S:4]([CH:5]1[CH2:6][CH2:7][N:8]([C:11]([O:13][C:14]([CH3:15])([CH3:17])[CH3:16])=[O:12])[CH2:9][CH2:10]1)=[O:26])[CH3:1]. The catalyst class is: 2. (4) The catalyst class is: 1. Product: [N:4]1[CH:5]=[CH:6][CH:7]=[C:2]([CH:1]([OH:8])[CH2:9][CH2:10][CH2:11][CH3:12])[CH:3]=1. Reactant: [CH:1](=[O:8])[C:2]1[CH:7]=[CH:6][CH:5]=[N:4][CH:3]=1.[CH2:9]([Li])[CH2:10][CH2:11][CH3:12].[Cl-].[NH4+].O. (5) Reactant: [C:1]([C:4]1[C:9]([NH:10]C(=O)OCC)=[CH:8][CH:7]=[CH:6][N:5]=1)#[C:2][CH3:3].[OH-].[Na+]. Product: [CH3:3][C:2]1[NH:10][C:9]2[C:4](=[N:5][CH:6]=[CH:7][CH:8]=2)[CH:1]=1. The catalyst class is: 40. (6) Reactant: [C:1]([O:5][C:6]([N:8]1[CH2:13][CH2:12][CH2:11][CH:10]([C:14]2[CH:22]=[CH:21][CH:20]=[CH:19][C:15]=2[C:16](O)=[O:17])[CH2:9]1)=[O:7])([CH3:4])([CH3:3])[CH3:2].[NH3:23]. Product: [C:16]([C:15]1[CH:19]=[CH:20][CH:21]=[CH:22][C:14]=1[CH:10]1[CH2:11][CH2:12][CH2:13][N:8]([C:6]([O:5][C:1]([CH3:4])([CH3:3])[CH3:2])=[O:7])[CH2:9]1)(=[O:17])[NH2:23]. The catalyst class is: 1. (7) Reactant: [CH:1]1([N:5]2[CH2:11][CH2:10][C:9]3[S:12][C:13]([CH:15]4[CH2:20][CH2:19][N:18]([C:21]5[CH:22]=[N:23][C:24]([C:27]([N:29]6[CH:33]=CN=[CH:30]6)=[O:28])=[CH:25][CH:26]=5)[CH2:17][CH2:16]4)=[N:14][C:8]=3[CH2:7][CH2:6]2)[CH2:4][CH2:3][CH2:2]1.CNC. Product: [CH:1]1([N:5]2[CH2:11][CH2:10][C:9]3[S:12][C:13]([CH:15]4[CH2:20][CH2:19][N:18]([C:21]5[CH:26]=[CH:25][C:24]([C:27]([N:29]([CH3:33])[CH3:30])=[O:28])=[N:23][CH:22]=5)[CH2:17][CH2:16]4)=[N:14][C:8]=3[CH2:7][CH2:6]2)[CH2:2][CH2:3][CH2:4]1. The catalyst class is: 4. (8) Reactant: [CH2:1]([N:3]([C:13]1[CH:18]=[CH:17][CH:16]=[CH:15][CH:14]=1)[C:4]1[CH:9]=[CH:8][CH:7]=[C:6]([N+:10]([O-])=O)[CH:5]=1)[CH3:2].O.O.[Sn](Cl)Cl. Product: [CH2:1]([N:3]([C:13]1[CH:18]=[CH:17][CH:16]=[CH:15][CH:14]=1)[C:4]1[CH:9]=[CH:8][CH:7]=[C:6]([NH2:10])[CH:5]=1)[CH3:2]. The catalyst class is: 15. (9) Reactant: [CH3:1][S:2][C:3]1[S:4][C:5]2[CH:11]=[C:10]([CH2:12][NH:13][C:14]3[C:19]([NH2:20])=[CH:18][C:17]([C:21]([F:24])([F:23])[F:22])=[CH:16][N:15]=3)[CH:9]=[CH:8][C:6]=2[N:7]=1.[CH2:25](OC(OCC)OCC)C. Product: [CH3:1][S:2][C:3]1[S:4][C:5]2[CH:11]=[C:10]([CH2:12][N:13]3[C:14]4=[N:15][CH:16]=[C:17]([C:21]([F:24])([F:22])[F:23])[CH:18]=[C:19]4[N:20]=[CH:25]3)[CH:9]=[CH:8][C:6]=2[N:7]=1. The catalyst class is: 106.